From a dataset of Experimentally validated miRNA-target interactions with 360,000+ pairs, plus equal number of negative samples. Binary Classification. Given a miRNA mature sequence and a target amino acid sequence, predict their likelihood of interaction. (1) The miRNA is mmu-miR-7085-3p with sequence UAGCUGGCCUCUCCCCACCUUC. The protein sequence of the target gene is MSLPSGHTTGHTDQVVQRRARCWDIYQRRFSSRSEPVNPGMHSSSHQQQDGDAAMHGAHMDSPVRYTPYTISPYNRKGSFRKQDQTHVNMEREQKPPERRMEGNMPDGTLGSWFKITVPFGIKYNEKWLLNLIQNECSVPFVPVEFHYENMHASFFVENASIAYALKNVSGKIWDEDNEKISIFVNPAGIPHFVHRELKSEKVEQIKLAMNQQCDVSQEALDIQRLPFYPDMVNRDTKMASNPRKCMAASLDVHEENIPTVMSAGEMDKWKGIEPGEKCADRSPVCTTFSDTSSNINSIL.... Result: 0 (no interaction). (2) The miRNA is hsa-miR-548ax with sequence AGAAGUAAUUGCGGUUUUGCCA. The protein sequence of the target gene is MGRKDAATIKLPVDQYRKQIGKQDYKKTKPILRATKLKAEAKKTAIGIKEVGLVLAAILALLLAFYAFFYLRLTTDVDPDLDQDED. Result: 1 (interaction). (3) The miRNA is hsa-miR-29c-5p with sequence UGACCGAUUUCUCCUGGUGUUC. The protein sequence of the target gene is MFEARLIQGSILKKVLEALKDLINEACWDVSSGGVNLQSMDSSHVSLVQLTLRSEGFDTYRCDRNLAMGVNLTSMSKILKCAGNEDIITLRAEDNADTLALVFEAPNQEKVSDYEMKLMDLDVEQLGIPEQEYSCVIKMPSGEFARICRDLSHIGDAVVISCAKNGVKFSASGELGNGNIKLSQTSNVDKEEEAVTIEMNEPVHLTFALRYLNFFTKATPLSPTVTLSMSADVPLVVEYKIADMGHLKYYLAPKIEDEEAS. Result: 0 (no interaction). (4) The miRNA is cel-miR-271 with sequence UCGCCGGGUGGAAAGCAUUC. The protein sequence of the target gene is MDEADFSEHTTYKQEDLPYDGDLSQIKIGNDYSFTSKKDGLEVLNQIIFIADDPQEKAMHSETCGNTAVTIPLGKITENAANKKDEKEKQCTAALHIPANEGDASKSSISDILLHHLSKEPFLRGQGIDCETLPEISNADSFEEEAIIKSIISCYNKNSWPKEQTPELTDQLNPKRDGENSNKPGSATTTEENTSDLEGPVAAGDSSHQENVNVLTKTKGPGDKQKSYQGQSPQKQQTEKANSGNTFKYGQGQVHYQLPDFSKIAPKVKIPKNKIINKPLAIAKQASFSSKSRDKPTLVQ.... Result: 0 (no interaction). (5) The miRNA is mmu-miR-1912-3p with sequence CACAGAACAUGCAGUGAGAACU. The protein sequence of the target gene is MTEPSQKNNSTQQELTNHLFPEKSSQIGQKQLQQIERQLKCLAFQNPGPQVADFNPETRQQKKKARMSKMNEYFSVKYKVMKKYDKSGRLICNDVDLCDCLEKNCLGCFYPCPKCNSNKCGPECRCNRRWVYDAIVTESGEVINTLPFSVPD. Result: 1 (interaction).